From a dataset of Retrosynthesis with 50K atom-mapped reactions and 10 reaction types from USPTO. Predict the reactants needed to synthesize the given product. (1) Given the product O=S(=O)(c1cccc(Cl)c1)c1cn(CC2CCCN2)c2ncccc12, predict the reactants needed to synthesize it. The reactants are: O=S(=O)(c1cccc(Cl)c1)c1cn(CC2CCCN2Cc2ccccc2)c2ncccc12. (2) Given the product O=CN1CCC(Oc2ccc(-c3n[nH]c4ccc(NC(=O)C(c5ccsc5)N5CCCC5)cc34)cc2)CC1, predict the reactants needed to synthesize it. The reactants are: CC1(C)OB(c2ccc(OC3CCN(C=O)CC3)cc2)OC1(C)C.O=C(Nc1ccc2[nH]nc(I)c2c1)C(c1ccsc1)N1CCCC1.